This data is from Reaction yield outcomes from USPTO patents with 853,638 reactions. The task is: Predict the reaction yield, written as a fraction of the theoretical maximum amount of product (1.0 means a 100% yield; for example, 0.34 means a 34% yield). (1) The reactants are [CH3:1][C:2]1[C:7]([CH3:8])=[CH:6][CH:5]=[C:4]([CH3:9])[C:3]=1[OH:10].[S-:11][C:12]#[N:13].[NH4+]. The catalyst is CO. The product is [CH3:8][C:7]1[C:2]([CH3:1])=[C:3]([OH:10])[C:4]([CH3:9])=[CH:5][C:6]=1[S:11][C:12]#[N:13]. The yield is 0.970. (2) The reactants are C(O)(C(F)(F)F)=O.COC1C=CC(C[N:15]2[C:28](=[O:29])[C:27]3[C:22](=[C:23]4[CH:33]=[CH:32][CH:31]=[CH:30][C:24]4=[CH:25][CH:26]=3)[C:21]3[C:16]2=[CH:17][CH:18]=[C:19]2[CH:37]=[CH:36][CH:35]=[CH:34][C:20]2=3)=CC=1.C(=O)([O-])O.[Na+]. No catalyst specified. The product is [CH:18]1[CH:17]=[C:16]2[C:21]([C:22]3[C:27]([C:28](=[O:29])[NH:15]2)=[CH:26][CH:25]=[C:24]2[CH:30]=[CH:31][CH:32]=[CH:33][C:23]=32)=[C:20]2[CH:34]=[CH:35][CH:36]=[CH:37][C:19]=12. The yield is 1.00. (3) The product is [CH:1]1([C:4]2[CH:9]=[CH:8][C:7]([NH2:10])=[C:6]([F:13])[CH:5]=2)[CH2:3][CH2:2]1. The catalyst is O.[Fe]. The reactants are [CH:1]1([C:4]2[CH:9]=[CH:8][C:7]([N+:10]([O-])=O)=[C:6]([F:13])[CH:5]=2)[CH2:3][CH2:2]1.[Cl-].[NH4+].CCO.C1COCC1. The yield is 0.990.